This data is from Full USPTO retrosynthesis dataset with 1.9M reactions from patents (1976-2016). The task is: Predict the reactants needed to synthesize the given product. (1) Given the product [NH2:28][C@H:25]1[CH2:26][CH2:27][N:23]([C:2]2[CH:11]=[CH:10][C:9]3[C:4](=[CH:5][CH:6]=[C:7]([CH3:22])[C:8]=3[NH:12][C:13](=[O:21])[CH2:14][CH:15]3[CH2:20][CH2:19][CH2:18][CH2:17][CH2:16]3)[N:3]=2)[CH2:24]1, predict the reactants needed to synthesize it. The reactants are: Cl[C:2]1[CH:11]=[CH:10][C:9]2[C:4](=[CH:5][CH:6]=[C:7]([CH3:22])[C:8]=2[NH:12][C:13](=[O:21])[CH2:14][CH:15]2[CH2:20][CH2:19][CH2:18][CH2:17][CH2:16]2)[N:3]=1.[NH:23]1[CH2:27][CH2:26][C@H:25]([NH2:28])[CH2:24]1. (2) Given the product [CH2:38]([O:40][CH:41]([O:45][CH2:46][CH3:47])[C:42]([NH:16][C:14]1[C:15]2[C:7]([C:1]3[CH:2]=[CH:3][CH:4]=[CH:5][CH:6]=3)=[C:8]([Si:17]([CH2:20][CH3:21])([CH2:22][CH3:23])[CH2:18][CH3:19])[NH:9][C:10]=2[N:11]=[CH:12][N:13]=1)=[O:43])[CH3:39], predict the reactants needed to synthesize it. The reactants are: [C:1]1([C:7]2[C:15]3[C:14]([NH2:16])=[N:13][CH:12]=[N:11][C:10]=3[NH:9][C:8]=2[Si:17]([CH2:22][CH3:23])([CH2:20][CH3:21])[CH2:18][CH3:19])[CH:6]=[CH:5][CH:4]=[CH:3][CH:2]=1.C(Cl)CCl.C1C=CC2N(O)N=NC=2C=1.[CH2:38]([O:40][CH:41]([O:45][CH2:46][CH3:47])[C:42](O)=[O:43])[CH3:39].[H-].[H-].[H-].[H-].[Li+].[Al+3].C1COCC1.